This data is from Forward reaction prediction with 1.9M reactions from USPTO patents (1976-2016). The task is: Predict the product of the given reaction. (1) The product is: [NH2:1][C:2]1[N:7]=[C:6]([CH3:8])[N:5]=[C:4]([C:9]2[C:10]([NH:17][C:18]3[CH:19]=[C:20]([NH2:25])[C:21]([Cl:24])=[N:22][CH:23]=3)=[N:11][CH:12]=[C:13]([O:15][CH3:16])[CH:14]=2)[N:3]=1. Given the reactants [NH2:1][C:2]1[N:7]=[C:6]([CH3:8])[N:5]=[C:4]([C:9]2[C:10]([NH:17][C:18]3[CH:19]=[C:20]([NH:25]C(=O)OC(C)(C)C)[C:21]([Cl:24])=[N:22][CH:23]=3)=[N:11][CH:12]=[C:13]([O:15][CH3:16])[CH:14]=2)[N:3]=1.FC(F)(F)C(O)=O.C([O-])(O)=O.[Na+], predict the reaction product. (2) Given the reactants [OH:1][C:2]1[C:7]([OH:8])=[CH:6][CH:5]=[CH:4][N:3]=1.C(=O)([O-])[O-].[K+].[K+].Br[CH2:16][CH2:17]Br, predict the reaction product. The product is: [O:8]1[C:7]2[C:2](=[N:3][CH:4]=[CH:5][CH:6]=2)[O:1][CH2:17][CH2:16]1. (3) Given the reactants C(N)(C1C=CC=CC=1)C1C=CC=CC=1.C(O)(=O)C.[BH3-]C#N.[Na+].[C:23]([Si:27]([CH3:80])([CH3:79])[O:28][C@@H:29]1[C@@:33]([CH:53]([NH:62][CH2:63][C:64]2[CH:69]=[CH:68][CH:67]=[CH:66][CH:65]=2)[NH:54][CH2:55][C:56]2[CH:61]=[CH:60][CH:59]=[CH:58][CH:57]=2)([CH2:34][O:35][Si:36]([C:49]([CH3:52])([CH3:51])[CH3:50])([C:43]2[CH:48]=[CH:47][CH:46]=[CH:45][CH:44]=2)[C:37]2[CH:42]=[CH:41][CH:40]=[CH:39][CH:38]=2)[O:32][C@@H:31]([N:70]2[CH:78]=[C:76](C)[C:74](=[O:75])[NH:73][C:71]2=[O:72])[CH2:30]1)([CH3:26])([CH3:25])[CH3:24], predict the reaction product. The product is: [C:23]([Si:27]([CH3:80])([CH3:79])[O:28][C@@H:29]1[C@@:33]([CH:53]([NH:54][CH2:55][C:56]2[CH:61]=[CH:60][CH:59]=[CH:58][CH:57]=2)[NH:62][CH2:63][C:64]2[CH:65]=[CH:66][CH:67]=[CH:68][CH:69]=2)([CH2:34][O:35][Si:36]([C:49]([CH3:52])([CH3:51])[CH3:50])([C:43]2[CH:48]=[CH:47][CH:46]=[CH:45][CH:44]=2)[C:37]2[CH:38]=[CH:39][CH:40]=[CH:41][CH:42]=2)[O:32][C@@H:31]([N:70]2[CH:78]=[CH:76][C:74](=[O:75])[NH:73][C:71]2=[O:72])[CH2:30]1)([CH3:24])([CH3:25])[CH3:26]. (4) Given the reactants [Cl:1][C:2]1[N:3]=[C:4]2[C:9](=[CH:10][CH:11]=1)[N:8]=[CH:7][C:6]([C:12](=[O:14])[CH3:13])=[C:5]2[NH:15][C@H:16]1[CH2:21][CH2:20][C@H:19]([OH:22])[CH2:18][CH2:17]1.[Cl:23][C:24]1[CH:29]=[C:28](B2OC(C)(C)C(C)(C)O2)[CH:27]=[C:26]([F:39])[C:25]=1[OH:40], predict the reaction product. The product is: [ClH:1].[Cl:23][C:24]1[CH:29]=[C:28]([C:2]2[N:3]=[C:4]3[C:9](=[CH:10][CH:11]=2)[N:8]=[CH:7][C:6]([C:12](=[O:14])[CH3:13])=[C:5]3[NH:15][C@H:16]2[CH2:21][CH2:20][C@H:19]([OH:22])[CH2:18][CH2:17]2)[CH:27]=[C:26]([F:39])[C:25]=1[OH:40]. (5) Given the reactants [NH2:1][C:2]1[S:3][C:4]2[CH:10]=[CH:9][CH:8]=[CH:7][C:5]=2[N:6]=1.BrCC([C:15]1[CH:20]=[CH:19][C:18]([N+:21]([O-])=O)=[CH:17][CH:16]=1)=O.O.OS(O)(=O)=O.[CH2:30](O)[CH3:31], predict the reaction product. The product is: [N:1]1[C:30]([NH:21][C:18]2[CH:17]=[CH:16][CH:15]=[CH:20][CH:19]=2)=[CH:31][N:6]2[C:5]3[CH:7]=[CH:8][CH:9]=[CH:10][C:4]=3[S:3][C:2]=12. (6) Given the reactants Cl[C:2]1[N:7]=[C:6]([C:8]2[C:9]([N:28]([CH3:33])[S:29]([CH3:32])(=[O:31])=[O:30])=[CH:10][C:11]3[O:15][C:14]([C:16]4[CH:21]=[CH:20][C:19]([F:22])=[CH:18][CH:17]=4)=[C:13]([C:23]([NH:25][CH3:26])=[O:24])[C:12]=3[CH:27]=2)[CH:5]=[CH:4][C:3]=1[C:34]1([CH2:37]O)[CH2:36][CH2:35]1.[F:39][C:40]1[CH:48]=[CH:47][CH:46]=[C:45]2[C:41]=1[CH:42]=[C:43](B1OC(C)(C)C(C)(C)O1)[NH:44]2.C([O-])([O-])=O.[Cs+].[Cs+].C1(P(C2C=CC=CC=2)C2C=CC=CC=2)C=CC=CC=1.CC(OC(/N=N/C(OC(C)C)=O)=O)C, predict the reaction product. The product is: [F:39][C:40]1[C:41]2[CH:42]=[C:43]3[C:2]4[N:7]=[C:6]([C:8]5[C:9]([N:28]([CH3:33])[S:29]([CH3:32])(=[O:30])=[O:31])=[CH:10][C:11]6[O:15][C:14]([C:16]7[CH:17]=[CH:18][C:19]([F:22])=[CH:20][CH:21]=7)=[C:13]([C:23]([NH:25][CH3:26])=[O:24])[C:12]=6[CH:27]=5)[CH:5]=[CH:4][C:3]=4[C:34]4([CH2:35][CH2:36]4)[CH2:37][N:44]3[C:45]=2[CH:46]=[CH:47][CH:48]=1.